This data is from Catalyst prediction with 721,799 reactions and 888 catalyst types from USPTO. The task is: Predict which catalyst facilitates the given reaction. Reactant: C[O:2][CH:3]1[CH:7]([CH:8]=O)[CH2:6][CH:5](OC)O1.[NH2:12][C:13]1[CH:18]=[CH:17][C:16]([C:19]([F:22])([F:21])[F:20])=[CH:15][CH:14]=1. Product: [F:20][C:19]([F:21])([F:22])[C:16]1[CH:15]=[CH:14][C:13]([N:12]2[CH:5]=[CH:6][C:7]([CH:3]=[O:2])=[CH:8]2)=[CH:18][CH:17]=1. The catalyst class is: 15.